Dataset: Full USPTO retrosynthesis dataset with 1.9M reactions from patents (1976-2016). Task: Predict the reactants needed to synthesize the given product. (1) Given the product [F:1][C:2]([F:7])([F:6])[C:3]([OH:5])=[O:4].[Cl:15][C:16]1[CH:17]=[N:18][C:19]2[NH:20][C:21]3[CH:22]=[CH:23][CH:24]=[C:25]([CH:46]=3)[CH2:26][CH2:27][C:28]3[CH:36]=[C:32]([NH:33][C:34]=1[N:35]=2)[CH:31]=[CH:30][C:29]=3[NH:37][C:38]([CH:40]1[CH2:45][CH2:44][N:43]([C:48]([NH:47][C:50]2[CH:58]=[CH:57][CH:56]=[C:55]3[C:51]=2[CH:52]=[CH:53][N:54]3[CH3:59])=[O:49])[CH2:42][CH2:41]1)=[O:39], predict the reactants needed to synthesize it. The reactants are: [F:1][C:2]([F:7])([F:6])[C:3]([OH:5])=[O:4].FC(F)(F)C(O)=O.[Cl:15][C:16]1[CH:17]=[N:18][C:19]2[NH:20][C:21]3[CH:22]=[CH:23][CH:24]=[C:25]([CH:46]=3)[CH2:26][CH2:27][C:28]3[CH:36]=[C:32]([NH:33][C:34]=1[N:35]=2)[CH:31]=[CH:30][C:29]=3[NH:37][C:38]([CH:40]1[CH2:45][CH2:44][NH:43][CH2:42][CH2:41]1)=[O:39].[N:47]([C:50]1[CH:58]=[CH:57][CH:56]=[C:55]2[C:51]=1[CH:52]=[CH:53][N:54]2[CH3:59])=[C:48]=[O:49]. (2) Given the product [F:54][C:53]([F:56])([F:55])[S:50]([O:14][C:11]1[CH2:12][CH2:13][N:8]([C:1]([O:3][C:4]([CH3:7])([CH3:6])[CH3:5])=[O:2])[CH2:9][CH:10]=1)(=[O:52])=[O:51], predict the reactants needed to synthesize it. The reactants are: [C:1]([N:8]1[CH2:13][CH2:12][C:11](=[O:14])[CH2:10][CH2:9]1)([O:3][C:4]([CH3:7])([CH3:6])[CH3:5])=[O:2].C([N-]C(C)C)(C)C.[Li+].C1COCC1.CCCCCCC.C(C1C=CC=CC=1)C.C1C=CC(N([S:50]([C:53]([F:56])([F:55])[F:54])(=[O:52])=[O:51])[S:50]([C:53]([F:56])([F:55])[F:54])(=[O:52])=[O:51])=CC=1.